Dataset: Full USPTO retrosynthesis dataset with 1.9M reactions from patents (1976-2016). Task: Predict the reactants needed to synthesize the given product. Given the product [CH:65]1[C:66]2[CH:54]([CH2:53][O:52][C:50]([NH:19][C:16]3[CH:15]=[CH:14][C:13]([C:12]([C:9]4[CH:10]=[CH:11][C:2]([NH2:1])=[C:3]([CH:8]=4)[C:4]([O:6][CH3:7])=[O:5])=[O:29])=[CH:18][CH:17]=3)=[O:51])[C:55]3[C:60](=[CH:59][CH:58]=[CH:57][CH:56]=3)[C:61]=2[CH:62]=[CH:63][CH:64]=1, predict the reactants needed to synthesize it. The reactants are: [NH2:1][C:2]1[CH:11]=[CH:10][C:9]([C:12](=[O:29])[C:13]2[CH:18]=[CH:17][C:16]([NH:19]C(=O)C3C=CC=C(Cl)C=3)=[CH:15][CH:14]=2)=[CH:8][C:3]=1[C:4]([O:6][CH3:7])=[O:5].NC1C=CC(C(C2C=CC(F)=C(C=2)C(OC)=O)=O)=CC=1.[C:50](Cl)([O:52][CH2:53][CH:54]1[C:66]2[C:61](=[CH:62][CH:63]=[CH:64][CH:65]=2)[C:60]2[C:55]1=[CH:56][CH:57]=[CH:58][CH:59]=2)=[O:51].N1C=CC=CC=1.